This data is from Full USPTO retrosynthesis dataset with 1.9M reactions from patents (1976-2016). The task is: Predict the reactants needed to synthesize the given product. (1) Given the product [CH3:12][N:13]1[C:14]2[CH2:19][CH2:18][CH:17]([CH2:16][N:29]3[CH:30]=[CH:31][N:32]=[C:28]3[CH3:27])[C:1](=[O:3])[C:2]=2[C:20]2[C:25]1=[CH:24][CH:23]=[CH:22][CH:21]=2, predict the reactants needed to synthesize it. The reactants are: [C:1](Cl)(=[O:3])[CH3:2].CN(CN(C)C)C.[CH3:12][N:13]1[C:25]2[CH2:24][CH2:23][CH2:22][C:21](=O)[C:20]=2[C:19]2[C:14]1=C[CH:16]=[CH:17][CH:18]=2.[CH3:27][C:28]1[NH:29][CH:30]=[CH:31][N:32]=1. (2) The reactants are: [CH2:1](O)[CH2:2][CH2:3]/[CH:4]=[CH:5]/[CH2:6][CH2:7][CH2:8][CH2:9][CH3:10].C1(P(C2C=CC=CC=2)C2C=CC=CC=2)C=CC=CC=1.C1C(=O)N([Br:38])C(=O)C1. Given the product [Br:38][CH2:1][CH2:2][CH2:3]/[CH:4]=[CH:5]/[CH2:6][CH2:7][CH2:8][CH2:9][CH3:10], predict the reactants needed to synthesize it.